Dataset: Full USPTO retrosynthesis dataset with 1.9M reactions from patents (1976-2016). Task: Predict the reactants needed to synthesize the given product. Given the product [F:21][C:17]1[CH:16]=[C:15]([C:7]2[S:6][C:5]([CH2:4][CH2:3][CH2:2][NH:1][CH:29]([CH3:31])[CH3:28])([C:22]3[CH:27]=[CH:26][CH:25]=[CH:24][CH:23]=3)[N:9]([C:10](=[O:14])[CH:11]([CH3:13])[CH3:12])[N:8]=2)[CH:20]=[CH:19][CH:18]=1, predict the reactants needed to synthesize it. The reactants are: [NH2:1][CH2:2][CH2:3][CH2:4][C:5]1([C:22]2[CH:27]=[CH:26][CH:25]=[CH:24][CH:23]=2)[N:9]([C:10](=[O:14])[CH:11]([CH3:13])[CH3:12])[N:8]=[C:7]([C:15]2[CH:20]=[CH:19][CH:18]=[C:17]([F:21])[CH:16]=2)[S:6]1.[CH3:28][C:29]([CH3:31])=O.C(O[BH-](OC(=O)C)OC(=O)C)(=O)C.[Na+].